This data is from Full USPTO retrosynthesis dataset with 1.9M reactions from patents (1976-2016). The task is: Predict the reactants needed to synthesize the given product. (1) Given the product [CH3:34][N:35]([CH3:42])[CH2:36][CH2:37][CH2:38][C:39]([O:22][CH:12]([CH:11]([CH2:1][CH2:2][CH2:3]/[CH:4]=[CH:5]\[CH2:6][CH2:7][CH2:8][CH2:9][CH3:10])[CH2:23][CH2:24][CH2:25]/[CH:26]=[CH:27]\[CH2:28][CH2:29][CH2:30][CH2:31][CH3:32])[CH2:13][CH2:14]/[CH:15]=[CH:16]\[CH2:17][CH2:18][CH2:19][CH2:20][CH3:21])=[O:40], predict the reactants needed to synthesize it. The reactants are: [CH2:1]([CH:11]([CH2:23][CH2:24][CH2:25]/[CH:26]=[CH:27]\[CH2:28][CH2:29][CH2:30][CH2:31][CH3:32])[CH:12]([OH:22])[CH2:13][CH2:14]/[CH:15]=[CH:16]\[CH2:17][CH2:18][CH2:19][CH2:20][CH3:21])[CH2:2][CH2:3]/[CH:4]=[CH:5]\[CH2:6][CH2:7][CH2:8][CH2:9][CH3:10].Cl.[CH3:34][N:35]([CH3:42])[CH2:36][CH2:37][CH2:38][C:39](O)=[O:40].CCN=C=NCCCN(C)C.Cl.CCN(C(C)C)C(C)C. (2) Given the product [CH3:2][O:3][CH2:4][NH:5][C:19]([CH:16]1[CH2:17][CH2:18][O:13][CH2:14][CH2:15]1)=[O:20], predict the reactants needed to synthesize it. The reactants are: Cl.[CH3:2][O:3][CH2:4][NH2:5].C(N(CC)CC)C.[O:13]1[CH2:18][CH2:17][CH:16]([C:19](Cl)=[O:20])[CH2:15][CH2:14]1. (3) Given the product [CH2:33]([O:32][CH:5]([CH2:6][C:7]1[CH:12]=[CH:11][C:10]([O:13][CH2:14][C:15]2[S:19][C:18]([C:20]3[CH:25]=[CH:24][CH:23]=[C:22]([C:26]([F:27])([F:28])[F:29])[CH:21]=3)=[N:17][C:16]=2[CH3:30])=[CH:9][C:8]=1[CH3:31])[C:4]([OH:35])=[O:3])[CH3:34], predict the reactants needed to synthesize it. The reactants are: C([O:3][C:4](=[O:35])[CH:5]([O:32][CH2:33][CH3:34])[CH2:6][C:7]1[CH:12]=[CH:11][C:10]([O:13][CH2:14][C:15]2[S:19][C:18]([C:20]3[CH:25]=[CH:24][CH:23]=[C:22]([C:26]([F:29])([F:28])[F:27])[CH:21]=3)=[N:17][C:16]=2[CH3:30])=[CH:9][C:8]=1[CH3:31])C.[Li+].[OH-]. (4) Given the product [Cl:17][C:18]1[CH:19]=[C:20]([NH:25][C:26]([N:13]2[CH2:14][CH2:15][N:10]([CH2:9][CH2:8][N:3]3[CH2:7][CH2:6][CH2:5][CH2:4]3)[C:11](=[O:16])[CH2:12]2)=[O:27])[CH:21]=[CH:22][C:23]=1[Cl:24], predict the reactants needed to synthesize it. The reactants are: Cl.Cl.[N:3]1([CH2:8][CH2:9][N:10]2[CH2:15][CH2:14][NH:13][CH2:12][C:11]2=[O:16])[CH2:7][CH2:6][CH2:5][CH2:4]1.[Cl:17][C:18]1[CH:19]=[C:20]([N:25]=[C:26]=[O:27])[CH:21]=[CH:22][C:23]=1[Cl:24]. (5) Given the product [Cl:8][C:7]1[C:2]([N:10]([CH3:9])[CH2:11][CH2:12][O:13][C:14]2[CH:19]=[CH:18][CH:17]=[CH:16][CH:15]=2)=[N:3][CH:4]=[CH:5][N:6]=1, predict the reactants needed to synthesize it. The reactants are: Cl[C:2]1[C:7]([Cl:8])=[N:6][CH:5]=[CH:4][N:3]=1.[CH3:9][NH:10][CH2:11][CH2:12][O:13][C:14]1[CH:19]=[CH:18][CH:17]=[CH:16][CH:15]=1. (6) The reactants are: [O:1]1[CH:5]=[CH:4][C:3]([C:6]([NH:8][C:9]2[CH:10]=[CH:11][C:12]([CH3:24])=[C:13]([C:15]3[CH:20]=[CH:19][C:18]([C:21](O)=[O:22])=[CH:17][CH:16]=3)[CH:14]=2)=[O:7])=[CH:2]1.CN(C(ON1N=NC2C=CC=CC1=2)=[N+](C)C)C.[B-](F)(F)(F)F.[NH2:47][CH2:48][CH2:49][CH2:50][N:51]1[CH2:56][CH2:55][N:54]([CH3:57])[CH2:53][CH2:52]1.CCN(C(C)C)C(C)C. Given the product [CH3:57][N:54]1[CH2:55][CH2:56][N:51]([CH2:50][CH2:49][CH2:48][NH:47][C:21]([C:18]2[CH:17]=[CH:16][C:15]([C:13]3[C:12]([CH3:24])=[CH:11][CH:10]=[C:9]([NH:8][C:6]([C:3]4[CH:4]=[CH:5][O:1][CH:2]=4)=[O:7])[CH:14]=3)=[CH:20][CH:19]=2)=[O:22])[CH2:52][CH2:53]1, predict the reactants needed to synthesize it. (7) Given the product [F:1][C:2]1[CH:3]=[C:4]([C:8]2[CH:16]=[CH:15][C:11]([C:12]([NH:30][CH2:29][C:27]3[N:28]=[C:24]([C:21]4[CH:22]=[CH:23][C:18]([F:17])=[CH:19][CH:20]=4)[O:25][CH:26]=3)=[O:14])=[CH:10][N:9]=2)[CH:5]=[CH:6][CH:7]=1, predict the reactants needed to synthesize it. The reactants are: [F:1][C:2]1[CH:3]=[C:4]([C:8]2[CH:16]=[CH:15][C:11]([C:12]([OH:14])=O)=[CH:10][N:9]=2)[CH:5]=[CH:6][CH:7]=1.[F:17][C:18]1[CH:23]=[CH:22][C:21]([C:24]2[O:25][CH:26]=[C:27]([CH2:29][NH2:30])[N:28]=2)=[CH:20][CH:19]=1.CN(C(ON1N=NC2C=CC=CC1=2)=[N+](C)C)C.[B-](F)(F)(F)F.C(N(CC)CC)C.